From a dataset of Full USPTO retrosynthesis dataset with 1.9M reactions from patents (1976-2016). Predict the reactants needed to synthesize the given product. (1) The reactants are: ClC(Cl)(Cl)C([N:5]1[CH2:10][CH2:9][N:8]([C:11]2[CH:20]=[C:19]([S:21]([N:24]3[C:32]4[C:27](=[CH:28][CH:29]=[C:30]([F:33])[CH:31]=4)[C:26]([CH:34]([F:36])[F:35])=[CH:25]3)(=[O:23])=[O:22])[C:18]3[C:13](=[CH:14][CH:15]=[CH:16][CH:17]=3)[C:12]=2[O:37][CH3:38])[CH2:7][CH2:6]1)=O.[OH-].[K+]. Given the product [F:36][CH:34]([F:35])[C:26]1[C:27]2[C:32](=[CH:31][C:30]([F:33])=[CH:29][CH:28]=2)[N:24]([S:21]([C:19]2[C:18]3[C:13](=[CH:14][CH:15]=[CH:16][CH:17]=3)[C:12]([O:37][CH3:38])=[C:11]([N:8]3[CH2:9][CH2:10][NH:5][CH2:6][CH2:7]3)[CH:20]=2)(=[O:23])=[O:22])[CH:25]=1, predict the reactants needed to synthesize it. (2) Given the product [C:25]([C:24]1[CH:28]=[CH:29][C:21]([NH:18][C:19]([NH:1][C:2]2[C:3]([NH:13][CH2:14][CH2:15][CH2:16][OH:17])=[C:4]([CH:9]=[CH:10][C:11]=2[Cl:12])[C:5]([O:7][CH3:8])=[O:6])=[S:20])=[C:22]([CH3:30])[CH:23]=1)(=[O:26])[NH2:27], predict the reactants needed to synthesize it. The reactants are: [NH2:1][C:2]1[C:3]([NH:13][CH2:14][CH2:15][CH2:16][OH:17])=[C:4]([CH:9]=[CH:10][C:11]=1[Cl:12])[C:5]([O:7][CH3:8])=[O:6].[N:18]([C:21]1[CH:29]=[CH:28][C:24]([C:25]([NH2:27])=[O:26])=[CH:23][C:22]=1[CH3:30])=[C:19]=[S:20]. (3) Given the product [O:13]1[C:5]2[CH:4]=[CH:3][C:8](/[CH:9]=[N:2]/[CH3:1])=[CH:7][C:6]=2[O:11][CH2:12]1, predict the reactants needed to synthesize it. The reactants are: [CH3:1][NH2:2].[CH:3]1[C:8]([CH:9]=O)=[CH:7][C:6]2[O:11][CH2:12][O:13][C:5]=2[CH:4]=1. (4) Given the product [NH2:5][C:6]1[CH:11]=[C:10]([C:12]2[C:13]([C:26]3[CH:27]=[C:28]([NH:32][C:33]([NH:35][C:36]4[CH:41]=[CH:40][C:39]([C:42]([F:44])([F:45])[F:43])=[CH:38][CH:37]=4)=[O:34])[CH:29]=[CH:30][CH:31]=3)=[N:14][NH:15][CH:16]=2)[CH:9]=[CH:8][N:7]=1, predict the reactants needed to synthesize it. The reactants are: C([NH:5][C:6]1[CH:11]=[C:10]([C:12]2[C:13]([C:26]3[CH:27]=[C:28]([NH:32][C:33]([NH:35][C:36]4[CH:41]=[CH:40][C:39]([C:42]([F:45])([F:44])[F:43])=[CH:38][CH:37]=4)=[O:34])[CH:29]=[CH:30][CH:31]=3)=[N:14][N:15](CC3C=CC(OC)=CC=3)[CH:16]=2)[CH:9]=[CH:8][N:7]=1)(C)(C)C.O.C([O-])(O)=O.[Na+]. (5) Given the product [N:17]([CH2:2][CH2:3][O:4][C:5]1[CH:10]=[CH:9][C:8]([CH2:11][CH2:12][C:13]([O:15][CH3:16])=[O:14])=[CH:7][CH:6]=1)=[N+:18]=[N-:19], predict the reactants needed to synthesize it. The reactants are: Cl[CH2:2][CH2:3][O:4][C:5]1[CH:10]=[CH:9][C:8]([CH2:11][CH2:12][C:13]([O:15][CH3:16])=[O:14])=[CH:7][CH:6]=1.[N-:17]=[N+:18]=[N-:19].[Na+].